From a dataset of Reaction yield outcomes from USPTO patents with 853,638 reactions. Predict the reaction yield, written as a fraction of the theoretical maximum amount of product (1.0 means a 100% yield; for example, 0.34 means a 34% yield). (1) The reactants are O1CCCC1.[CH3:6][C:7]1[CH:12]=[CH:11][N:10]=[C:9]([O:13][CH2:14][C:15]2[CH:20]=[CH:19][C:18]([CH2:21][C:22](Cl)=[N:23][OH:24])=[CH:17][CH:16]=2)[CH:8]=1.[C:26]([C:28]1[C:29]([NH2:35])=[N:30][C:31]([NH2:34])=[CH:32][CH:33]=1)#[CH:27].C(N(CC)CC)C. The catalyst is O. The product is [CH3:6][C:7]1[CH:12]=[CH:11][N:10]=[C:9]([O:13][CH2:14][C:15]2[CH:20]=[CH:19][C:18]([CH2:21][C:22]3[CH:27]=[C:26]([C:28]4[C:29]([NH2:35])=[N:30][C:31]([NH2:34])=[CH:32][CH:33]=4)[O:24][N:23]=3)=[CH:17][CH:16]=2)[CH:8]=1. The yield is 0.427. (2) The reactants are [Cl:1][C:2]1[CH:9]=[CH:8][C:5]([CH:6]=O)=[CH:4][CH:3]=1.[OH-].[Na+].O.[CH3:13][C:14]([CH3:16])=[O:15]. The catalyst is C(O)C. The product is [Cl:1][C:2]1[CH:9]=[CH:8][C:5]([CH:6]=[CH:13][C:14](=[O:15])[CH3:16])=[CH:4][CH:3]=1. The yield is 0.969. (3) The reactants are C(OC(=O)[NH:7][C:8]1[CH:9]=[N:10][CH:11]=[C:12]([CH2:14][NH:15][CH2:16][CH2:17][O:18][CH3:19])[CH:13]=1)(C)(C)C.C(O)(C(F)(F)F)=O. The catalyst is C(Cl)Cl. The product is [CH3:19][O:18][CH2:17][CH2:16][NH:15][CH2:14][C:12]1[CH:13]=[C:8]([NH2:7])[CH:9]=[N:10][CH:11]=1. The yield is 0.880. (4) The reactants are Cl[C:2]1[CH:7]=[C:6]([CH:8]([CH3:10])[CH3:9])[C:5]([OH:11])=[C:4]([N+:12]([O-])=O)[C:3]=1[CH3:15]. The catalyst is C(O)C.[C].[Pd]. The product is [NH2:12][C:4]1[C:3]([CH3:15])=[CH:2][CH:7]=[C:6]([CH:8]([CH3:9])[CH3:10])[C:5]=1[OH:11]. The yield is 0.990. (5) The reactants are [C:1]([O:5][C:6]([N:8]1[CH2:12][CH2:11][CH2:10][C@@H:9]1[CH2:13][O:14][C:15]1[CH:20]=[CH:19][C:18]([OH:21])=[CH:17][CH:16]=1)=[O:7])([CH3:4])([CH3:3])[CH3:2].[Cl:22][C:23]1[C:31]([CH2:32]Cl)=[CH:30][C:26]2[O:27][CH2:28][O:29][C:25]=2[CH:24]=1. No catalyst specified. The product is [C:1]([O:5][C:6]([N:8]1[CH2:12][CH2:11][CH2:10][C@@H:9]1[CH2:13][O:14][C:15]1[CH:20]=[CH:19][C:18]([O:21][CH2:32][C:31]2[C:23]([Cl:22])=[CH:24][C:25]3[O:29][CH2:28][O:27][C:26]=3[CH:30]=2)=[CH:17][CH:16]=1)=[O:7])([CH3:4])([CH3:2])[CH3:3]. The yield is 0.400. (6) The reactants are [Cl:1][C:2]1[C:7]([N+:8]([O-])=O)=[CH:6][CH:5]=[CH:4][N:3]=1.[CH:11]([Mg]Br)=[CH2:12]. The catalyst is C1COCC1. The product is [Cl:1][C:2]1[N:3]=[CH:4][CH:5]=[C:6]2[CH:12]=[CH:11][NH:8][C:7]=12. The yield is 0.370. (7) The reactants are [CH3:1][O:2][C:3]1[CH:10]=[CH:9][C:6]([CH2:7][NH2:8])=[CH:5][CH:4]=1.[CH2:11]([O:18][C:19]1[C:32]2[S:31][C:30]3[C:25](=[CH:26][CH:27]=[CH:28][CH:29]=3)[C:24](=[O:33])[C:23]=2[C:22](F)=[CH:21][CH:20]=1)[C:12]1[CH:17]=[CH:16][CH:15]=[CH:14][CH:13]=1. The catalyst is N1C=CC=CC=1. The product is [CH2:11]([O:18][C:19]1[C:32]2[S:31][C:30]3[C:25](=[CH:26][CH:27]=[CH:28][CH:29]=3)[C:24](=[O:33])[C:23]=2[C:22]([NH:8][CH2:7][C:6]2[CH:9]=[CH:10][C:3]([O:2][CH3:1])=[CH:4][CH:5]=2)=[CH:21][CH:20]=1)[C:12]1[CH:17]=[CH:16][CH:15]=[CH:14][CH:13]=1. The yield is 0.896.